Dataset: Retrosynthesis with 50K atom-mapped reactions and 10 reaction types from USPTO. Task: Predict the reactants needed to synthesize the given product. (1) Given the product CCCc1nc2c(C)cc(-c3cn(CC(F)(F)F)cn3)cc2n1Cc1ccc(-c2ccccc2C(=O)O)cc1, predict the reactants needed to synthesize it. The reactants are: CCCc1nc2c(C)cc(-c3cn(CC(F)(F)F)cn3)cc2n1Cc1ccc(-c2ccccc2C(=O)OC(C)(C)C)cc1. (2) Given the product ClCC[C@@H](c1ccccc1)n1ccc2c(Cl)cccc21, predict the reactants needed to synthesize it. The reactants are: CS(=O)(=O)OC(CCCl)c1ccccc1.Clc1cccc2[nH]ccc12. (3) Given the product CC(C)(C)[S@](=O)N[C@@H](Cc1cc(F)cc(Cl)c1)[C@@H](CO)O[Si](C)(C)C(C)(C)C, predict the reactants needed to synthesize it. The reactants are: CC(C)(C)[S@](=O)N[C@@H](Cc1cc(F)cc(Cl)c1)[C@@H](CO[Si](C)(C)C(C)(C)C)O[Si](C)(C)C(C)(C)C. (4) Given the product CC(C)c1cccc(C(C)C)c1NC(=O)NCCN1CCN(CCO)CC1, predict the reactants needed to synthesize it. The reactants are: CC(C)c1cccc(C(C)C)c1N=C=O.NCCN1CCN(CCO)CC1.